The task is: Predict the reactants needed to synthesize the given product.. This data is from Full USPTO retrosynthesis dataset with 1.9M reactions from patents (1976-2016). (1) Given the product [F:18][C:19]1([F:24])[CH2:23][CH2:22][N:21]([C:2]2[CH:7]=[C:6]([B:8]3[O:12][C:11]([CH3:14])([CH3:13])[C:10]([CH3:16])([CH3:15])[O:9]3)[CH:5]=[CH:4][N:3]=2)[CH2:20]1, predict the reactants needed to synthesize it. The reactants are: F[C:2]1[CH:7]=[C:6]([B:8]2[O:12][C:11]([CH3:14])([CH3:13])[C:10]([CH3:16])([CH3:15])[O:9]2)[CH:5]=[CH:4][N:3]=1.Cl.[F:18][C:19]1([F:24])[CH2:23][CH2:22][NH:21][CH2:20]1.C([O-])([O-])=O.[K+].[K+]. (2) The reactants are: [C:1]([O:5][C:6]([N:8]1[CH2:20][C@@H:19]([CH3:21])[N:18]2[C@H:10]([CH2:11][C:12]3[C:17]2=[N:16][C:15](Br)=[CH:14][CH:13]=3)[CH2:9]1)=[O:7])([CH3:4])([CH3:3])[CH3:2].[F:23][C:24]([F:29])([F:28])C([O-])=O.[Na+].C(OCC)(=O)C.O. Given the product [C:1]([O:5][C:6]([N:8]1[CH2:20][C@@H:19]([CH3:21])[N:18]2[C@H:10]([CH2:11][C:12]3[C:17]2=[N:16][C:15]([C:24]([F:29])([F:28])[F:23])=[CH:14][CH:13]=3)[CH2:9]1)=[O:7])([CH3:4])([CH3:3])[CH3:2], predict the reactants needed to synthesize it.